This data is from Merck oncology drug combination screen with 23,052 pairs across 39 cell lines. The task is: Regression. Given two drug SMILES strings and cell line genomic features, predict the synergy score measuring deviation from expected non-interaction effect. (1) Drug 1: CCN(CC)CCNC(=O)c1c(C)[nH]c(C=C2C(=O)Nc3ccc(F)cc32)c1C. Drug 2: Cc1nc(Nc2ncc(C(=O)Nc3c(C)cccc3Cl)s2)cc(N2CCN(CCO)CC2)n1. Cell line: HT144. Synergy scores: synergy=-5.94. (2) Synergy scores: synergy=26.4. Drug 1: COC12C(COC(N)=O)C3=C(C(=O)C(C)=C(N)C3=O)N1CC1NC12. Cell line: VCAP. Drug 2: NC1(c2ccc(-c3nc4ccn5c(=O)[nH]nc5c4cc3-c3ccccc3)cc2)CCC1. (3) Synergy scores: synergy=-9.76. Drug 1: Nc1ccn(C2OC(CO)C(O)C2(F)F)c(=O)n1. Drug 2: CCc1cnn2c(NCc3ccc[n+]([O-])c3)cc(N3CCCCC3CCO)nc12. Cell line: T47D. (4) Drug 1: C#Cc1cccc(Nc2ncnc3cc(OCCOC)c(OCCOC)cc23)c1. Drug 2: COC1=C2CC(C)CC(OC)C(O)C(C)C=C(C)C(OC(N)=O)C(OC)C=CC=C(C)C(=O)NC(=CC1=O)C2=O. Cell line: RKO. Synergy scores: synergy=2.17. (5) Drug 1: CC(=O)OC1C(=O)C2(C)C(O)CC3OCC3(OC(C)=O)C2C(OC(=O)c2ccccc2)C2(O)CC(OC(=O)C(O)C(NC(=O)c3ccccc3)c3ccccc3)C(C)=C1C2(C)C. Synergy scores: synergy=18.8. Drug 2: CCc1cnn2c(NCc3ccc[n+]([O-])c3)cc(N3CCCCC3CCO)nc12. Cell line: RKO. (6) Drug 1: CN(C)C(=N)N=C(N)N. Drug 2: COC1=C2CC(C)CC(OC)C(O)C(C)C=C(C)C(OC(N)=O)C(OC)C=CC=C(C)C(=O)NC(=CC1=O)C2=O. Cell line: NCIH2122. Synergy scores: synergy=-11.3. (7) Drug 1: O=S1(=O)NC2(CN1CC(F)(F)F)C1CCC2Cc2cc(C=CCN3CCC(C(F)(F)F)CC3)ccc2C1. Drug 2: CCC1(O)C(=O)OCc2c1cc1n(c2=O)Cc2cc3c(CN(C)C)c(O)ccc3nc2-1. Cell line: MDAMB436. Synergy scores: synergy=14.6.